Dataset: Forward reaction prediction with 1.9M reactions from USPTO patents (1976-2016). Task: Predict the product of the given reaction. Given the reactants [CH3:1][N:2]1[CH2:7][CH2:6][N:5]([CH2:8][C:9]([OH:11])=O)[CH2:4][CH2:3]1.C(N(CC)C(C)C)(C)C.CN(C(ON1N=NC2C=CC=CC1=2)=[N+](C)C)C.F[P-](F)(F)(F)(F)F.[NH2:45][C:46]1[CH:51]=[CH:50][C:49]([CH:52]2[CH2:66][N:56]3[C:57](=[O:65])[NH:58][C:59]4[CH:60]=[CH:61][CH:62]=[CH:63][C:64]=4[C:55]3=[N:54][CH2:53]2)=[CH:48][CH:47]=1, predict the reaction product. The product is: [CH3:1][N:2]1[CH2:3][CH2:4][N:5]([CH2:8][C:9]([NH:45][C:46]2[CH:51]=[CH:50][C:49]([CH:52]3[CH2:66][N:56]4[C:57](=[O:65])[NH:58][C:59]5[CH:60]=[CH:61][CH:62]=[CH:63][C:64]=5[C:55]4=[N:54][CH2:53]3)=[CH:48][CH:47]=2)=[O:11])[CH2:6][CH2:7]1.